Task: Predict which catalyst facilitates the given reaction.. Dataset: Catalyst prediction with 721,799 reactions and 888 catalyst types from USPTO (1) Reactant: [Cl:1][C:2]1[CH:7]=[CH:6][C:5]([C:8]2[CH:9]=[N:10][CH:11]=[C:12]3[C:17]=2[N:16]=[C:15]([C:18]([OH:20])=O)[CH:14]=[CH:13]3)=[CH:4][CH:3]=1.C([N:24](CC)[CH:25]([CH3:27])[CH3:26])(C)C.F[P-](F)(F)(F)(F)F.N1(OC(N(C)C)=[N+](C)C)C2N=CC=CC=2N=N1.C1(N)CC1. Product: [Cl:1][C:2]1[CH:3]=[CH:4][C:5]([C:8]2[CH:9]=[N:10][CH:11]=[C:12]3[C:17]=2[N:16]=[C:15]([C:18]([NH:24][CH:25]2[CH2:27][CH2:26]2)=[O:20])[CH:14]=[CH:13]3)=[CH:6][CH:7]=1. The catalyst class is: 9. (2) Reactant: [OH:1][C:2]1[CH:7]=[C:6]([O:8][CH3:9])[CH:5]=[CH:4][C:3]=1[NH:10][C:11](=[O:13])[CH3:12].[O:14]1[CH2:16][C@H:15]1[CH2:17]OS(C1C=CC=C([N+]([O-])=O)C=1)(=O)=O.C(=O)([O-])[O-].[Cs+].[Cs+].N#N. Product: [CH3:9][O:8][C:6]1[CH:5]=[CH:4][C:3]([NH:10][C:11](=[O:13])[CH3:12])=[C:2]([O:1][CH2:17][C@@H:15]2[CH2:16][O:14]2)[CH:7]=1. The catalyst class is: 384. (3) Reactant: [N:1]1[CH:6]=[CH:5][CH:4]=[C:3]([NH2:7])[N:2]=1.[CH2:8]([O:15][C:16](=[O:24])[NH:17][CH:18]([CH3:23])[C:19](=O)[CH2:20]Br)[C:9]1[CH:14]=[CH:13][CH:12]=[CH:11][CH:10]=1. Product: [CH2:8]([O:15][C:16](=[O:24])[NH:17][CH:18]([C:19]1[N:7]=[C:3]2[CH:4]=[CH:5][CH:6]=[N:1][N:2]2[CH:20]=1)[CH3:23])[C:9]1[CH:14]=[CH:13][CH:12]=[CH:11][CH:10]=1. The catalyst class is: 14. (4) Reactant: [CH2:1]([O:3][C:4]1[CH:11]=[CH:10][C:7]([CH:8]=O)=[CH:6][CH:5]=1)[CH3:2].[S:12]1[CH2:18][C:16](=[O:17])[NH:15][C:13]1=[S:14].N1CCCCC1. Product: [CH2:1]([O:3][C:4]1[CH:11]=[CH:10][C:7](/[CH:8]=[C:18]2/[C:16](=[O:17])[NH:15][C:13](=[S:14])[S:12]/2)=[CH:6][CH:5]=1)[CH3:2]. The catalyst class is: 8. (5) Reactant: CC[N+](S(N=C(OC)[O-])(=O)=O)(CC)CC.[CH3:16][O:17][C:18]1[CH:30]=[CH:29][C:21]([C:22]([NH:24][CH2:25][C:26](=[O:28])[CH3:27])=O)=[CH:20][CH:19]=1. Product: [CH3:16][O:17][C:18]1[CH:30]=[CH:29][C:21]([C:22]2[O:28][C:26]([CH3:27])=[CH:25][N:24]=2)=[CH:20][CH:19]=1. The catalyst class is: 220. (6) Reactant: [NH2:1][C:2]1[C:9](O)=[C:8]([F:11])[C:7]([Br:12])=[C:6]([CH3:13])[C:3]=1C#N.C(=S)(OCC)[S-].[K+].[CH3:21][N:22](C)[CH:23]=[O:24].S(Cl)([Cl:28])=O. Product: [Br:12][C:7]1[C:8]([F:11])=[C:9]2[O:24][C:23]([Cl:28])=[N:22][C:21]2=[C:3]([C:2]#[N:1])[C:6]=1[CH3:13]. The catalyst class is: 17.